The task is: Predict the reaction yield, written as a fraction of the theoretical maximum amount of product (1.0 means a 100% yield; for example, 0.34 means a 34% yield).. This data is from Reaction yield outcomes from USPTO patents with 853,638 reactions. (1) The reactants are Br[C:2]1[CH:21]=[CH:20][C:5]([C:6]([NH:8][CH2:9][C:10]2[CH:15]=[CH:14][C:13]([O:16][CH3:17])=[C:12]([O:18][CH3:19])[CH:11]=2)=[O:7])=[CH:4][N:3]=1.[C:22]1(B(O)O)[CH:27]=[CH:26][CH:25]=[CH:24][CH:23]=1.C(=O)([O-])[O-].[Cs+].[Cs+]. The catalyst is CN(C)C=O.C1C=CC([P]([Pd]([P](C2C=CC=CC=2)(C2C=CC=CC=2)C2C=CC=CC=2)([P](C2C=CC=CC=2)(C2C=CC=CC=2)C2C=CC=CC=2)[P](C2C=CC=CC=2)(C2C=CC=CC=2)C2C=CC=CC=2)(C2C=CC=CC=2)C2C=CC=CC=2)=CC=1. The product is [CH3:19][O:18][C:12]1[CH:11]=[C:10]([CH:15]=[CH:14][C:13]=1[O:16][CH3:17])[CH2:9][NH:8][C:6](=[O:7])[C:5]1[CH:20]=[CH:21][C:2]([C:22]2[CH:27]=[CH:26][CH:25]=[CH:24][CH:23]=2)=[N:3][CH:4]=1. The yield is 0.406. (2) The reactants are CCCC[N+](CCCC)(CCCC)CCCC.[F-].[C:19]([O:23][C:24](=[O:45])[N:25]([CH2:27][CH2:28][C:29]1[CH:34]=[CH:33][C:32]([Cl:35])=[C:31]([C:36](C)(C)[O:37][SiH2]C(C)(C)C)[CH:30]=1)[CH3:26])([CH3:22])([CH3:21])[CH3:20].CCOC(C)=O. The catalyst is C1COCC1. The product is [C:19]([O:23][C:24](=[O:45])[N:25]([CH2:27][CH2:28][C:29]1[CH:34]=[CH:33][C:32]([Cl:35])=[C:31]([CH2:36][OH:37])[CH:30]=1)[CH3:26])([CH3:22])([CH3:20])[CH3:21]. The yield is 1.00. (3) The reactants are [CH3:1][C:2]1([CH3:10])[CH:6]([C:7]#[CH:8])[O:5][C:4](=[O:9])[NH:3]1.[Cl:11][C:12]1[C:21]2[C:16](=[CH:17][CH:18]=[C:19](I)[CH:20]=2)[N:15]=[CH:14][N:13]=1.C(NC(C)C)(C)C. The catalyst is C1COCC1.Cl[Pd](Cl)([P](C1C=CC=CC=1)(C1C=CC=CC=1)C1C=CC=CC=1)[P](C1C=CC=CC=1)(C1C=CC=CC=1)C1C=CC=CC=1.[Cu](I)I. The product is [Cl:11][C:12]1[C:21]2[C:16](=[CH:17][CH:18]=[C:19]([C:8]#[C:7][CH:6]3[O:5][C:4](=[O:9])[NH:3][C:2]3([CH3:10])[CH3:1])[CH:20]=2)[N:15]=[CH:14][N:13]=1. The yield is 0.720. (4) The reactants are [Cl:1][C:2]1[CH:7]=[C:6](I)[C:5]([O:9][CH:10]([F:12])[F:11])=[CH:4][N:3]=1.CC1(C)OB([C:19]2[CH:20]=[N:21][C:22]([C:25]([F:28])([F:27])[F:26])=[N:23][CH:24]=2)OC1(C)C.C(=O)([O-])[O-].[K+].[K+]. The catalyst is O1CCOCC1.C1C=CC(P(C2C=CC=CC=2)[C-]2C=CC=C2)=CC=1.C1C=CC(P(C2C=CC=CC=2)[C-]2C=CC=C2)=CC=1.Cl[Pd]Cl.[Fe+2]. The product is [Cl:1][C:2]1[CH:7]=[C:6]([C:19]2[CH:20]=[N:21][C:22]([C:25]([F:28])([F:27])[F:26])=[N:23][CH:24]=2)[C:5]([O:9][CH:10]([F:12])[F:11])=[CH:4][N:3]=1. The yield is 0.750. (5) The reactants are [Br:1][C:2]1[CH:7]=[CH:6][N:5]=[C:4]([Cl:8])[CH:3]=1.C([N-]C(C)C)(C)C.[Li+].CN([CH:20]=[O:21])C. The catalyst is O1CCCC1. The product is [Br:1][C:2]1[C:3]([CH:20]=[O:21])=[C:4]([Cl:8])[N:5]=[CH:6][CH:7]=1. The yield is 0.290.